From a dataset of Catalyst prediction with 721,799 reactions and 888 catalyst types from USPTO. Predict which catalyst facilitates the given reaction. (1) Reactant: [CH2:1]([O:3][C:4](=[O:21])[CH:5]=[C:6]1[CH2:13][CH:12]2[CH:8]([CH2:9][C:10]3([O:18][CH2:17][C:16]([CH3:20])([CH3:19])[CH2:15][O:14]3)[CH2:11]2)[CH2:7]1)[CH3:2]. Product: [CH3:20][C:16]1([CH3:19])[CH2:15][O:14][C:10]2([CH2:11][CH:12]3[CH:8]([CH2:7][CH:6]([CH2:5][C:4]([O:3][CH2:1][CH3:2])=[O:21])[CH2:13]3)[CH2:9]2)[O:18][CH2:17]1. The catalyst class is: 99. (2) Reactant: [CH2:1]([O:3][C:4]1[CH:16]=[CH:15][CH:14]=[CH:13][C:5]=1[O:6][C@@H:7]1[CH2:12][CH2:11][CH2:10][NH:9][CH2:8]1)[CH3:2].Cl[C:18]1[N:23]=[CH:22][C:21]([C:24]([O:26][CH2:27][CH3:28])=[O:25])=[CH:20][N:19]=1.CCN(CC)CC. Product: [CH2:1]([O:3][C:4]1[CH:16]=[CH:15][CH:14]=[CH:13][C:5]=1[O:6][C@@H:7]1[CH2:12][CH2:11][CH2:10][N:9]([C:18]2[N:19]=[CH:20][C:21]([C:24]([O:26][CH2:27][CH3:28])=[O:25])=[CH:22][N:23]=2)[CH2:8]1)[CH3:2]. The catalyst class is: 58. (3) Reactant: [F:1][C:2]1[CH:7]=[CH:6][C:5]([NH:8][C:9]([C:11]2([C:14](Cl)=[O:15])[CH2:13][CH2:12]2)=[O:10])=[CH:4][CH:3]=1.[CH3:17][O:18][C:19]1[CH:20]=[C:21]2[C:26](=[CH:27][C:28]=1[O:29][CH3:30])[N:25]=[CH:24][CH:23]=[C:22]2[O:31][C:32]1[CH:37]=[CH:36][C:35]([NH2:38])=[CH:34][CH:33]=1.C(=O)([O-])[O-].[K+].[K+].O. Product: [CH3:17][O:18][C:19]1[CH:20]=[C:21]2[C:26](=[CH:27][C:28]=1[O:29][CH3:30])[N:25]=[CH:24][CH:23]=[C:22]2[O:31][C:32]1[CH:33]=[CH:34][C:35]([NH:38][C:14]([C:11]2([C:9]([NH:8][C:5]3[CH:6]=[CH:7][C:2]([F:1])=[CH:3][CH:4]=3)=[O:10])[CH2:13][CH2:12]2)=[O:15])=[CH:36][CH:37]=1. The catalyst class is: 1. (4) Reactant: [C:1]([O:5][C:6]([N:8]1[C:16]2[C:11](=[CH:12][CH:13]=[C:14]([O:17][Si](C(C)(C)C)(C3C=CC=CC=3)C3C=CC=CC=3)[CH:15]=2)[C:10]([CH:35]2[CH2:37][CH2:36]2)=[N:9]1)=[O:7])([CH3:4])([CH3:3])[CH3:2].CCCC[N+](CCCC)(CCCC)CCCC.[F-].C1COCC1.O. Product: [C:1]([O:5][C:6]([N:8]1[C:16]2[C:11](=[CH:12][CH:13]=[C:14]([OH:17])[CH:15]=2)[C:10]([CH:35]2[CH2:36][CH2:37]2)=[N:9]1)=[O:7])([CH3:4])([CH3:2])[CH3:3]. The catalyst class is: 220.